Dataset: Full USPTO retrosynthesis dataset with 1.9M reactions from patents (1976-2016). Task: Predict the reactants needed to synthesize the given product. Given the product [Cl:36][C:37]1[CH:42]=[CH:41][CH:40]=[CH:39][C:38]=1[C:43]1[C:49]2[CH:50]=[C:51]([O:60][CH3:61])[C:52]([C:54]3[CH:59]=[CH:58][CH:57]=[CH:56][CH:55]=3)=[CH:53][C:48]=2[N:47]=[C:46]2[NH:62][NH:63][C:64]([CH3:65])=[C:45]2[N:44]=1, predict the reactants needed to synthesize it. The reactants are: NC1C=C(C2C=CC=CC=2)C(OC)=CC=1C(C1C=CC=CC=1Cl)=O.NC1C(C)=NN(CC=C)C=1Cl.[Cl:36][C:37]1[CH:42]=[CH:41][CH:40]=[CH:39][C:38]=1[C:43]1[C:49]2[CH:50]=[C:51]([O:60][CH3:61])[C:52]([C:54]3[CH:59]=[CH:58][CH:57]=[CH:56][CH:55]=3)=[CH:53][C:48]=2[N:47]=[C:46]2[N:62](CC=C)[NH:63][C:64]([CH3:65])=[C:45]2[N:44]=1.[H-].C([Al+]CC(C)C)C(C)C.